From a dataset of Reaction yield outcomes from USPTO patents with 853,638 reactions. Predict the reaction yield, written as a fraction of the theoretical maximum amount of product (1.0 means a 100% yield; for example, 0.34 means a 34% yield). (1) The reactants are Cl[S:2]([CH2:5][CH2:6][CH2:7][NH:8][C:9](=[O:11])[CH3:10])(=[O:4])=[O:3].[C:12]([O:20][CH2:21][CH2:22][C:23]([CH3:27])([CH3:26])[CH2:24][OH:25])(=[O:19])[C:13]1[CH:18]=[CH:17][CH:16]=[CH:15][CH:14]=1.C(N(CC)CC)C. The catalyst is ClCCl.CN(C1C=CN=CC=1)C. The product is [C:12]([O:20][CH2:21][CH2:22][C:23]([CH3:27])([CH3:26])[CH2:24][O:25][S:2]([CH2:5][CH2:6][CH2:7][NH:8][C:9](=[O:11])[CH3:10])(=[O:4])=[O:3])(=[O:19])[C:13]1[CH:18]=[CH:17][CH:16]=[CH:15][CH:14]=1. The yield is 0.520. (2) The reactants are I[C:2]1[CH:7]=[CH:6][N:5]=[C:4]([O:8][CH3:9])[C:3]=1[CH2:10][O:11][CH2:12][O:13][CH3:14].[Li+].[Cl-].C([Sn](CCCC)(CCCC)/[C:22](/[CH2:29][CH3:30])=[CH:23]/[C:24]([O:26][CH2:27][CH3:28])=[O:25])CCC. The catalyst is CS(C)=O.Cl[Cu].C1C=CC([P]([Pd]([P](C2C=CC=CC=2)(C2C=CC=CC=2)C2C=CC=CC=2)([P](C2C=CC=CC=2)(C2C=CC=CC=2)C2C=CC=CC=2)[P](C2C=CC=CC=2)(C2C=CC=CC=2)C2C=CC=CC=2)(C2C=CC=CC=2)C2C=CC=CC=2)=CC=1. The product is [CH2:27]([O:26][C:24](=[O:25])[CH:23]=[C:22]([C:2]1[CH:7]=[CH:6][N:5]=[C:4]([O:8][CH3:9])[C:3]=1[CH2:10][O:11][CH2:12][O:13][CH3:14])[CH2:29][CH3:30])[CH3:28]. The yield is 0.820. (3) The reactants are [O:1]1[CH2:6][CH2:5][CH2:4][CH2:3][CH:2]1[N:7]1[C:11]2[CH:12]=[CH:13][CH:14]=[C:15]([CH2:16][NH2:17])[C:10]=2[N:9]=[CH:8]1.Cl[C:19]1[N:24]=[C:23]([NH:25][C:26]2[CH:30]=[C:29]([CH:31]3[CH2:33][CH2:32]3)[NH:28][N:27]=2)[C:22]([F:34])=[CH:21][N:20]=1.CCN(C(C)C)C(C)C. The catalyst is CC(O)C. The product is [CH:31]1([C:29]2[CH:30]=[C:26]([NH:25][C:23]3[C:22]([F:34])=[CH:21][N:20]=[C:19]([NH:17][CH2:16][C:15]4[C:10]5[N:9]=[CH:8][N:7]([CH:2]6[CH2:3][CH2:4][CH2:5][CH2:6][O:1]6)[C:11]=5[CH:12]=[CH:13][CH:14]=4)[N:24]=3)[NH:27][N:28]=2)[CH2:33][CH2:32]1. The yield is 0.570. (4) The reactants are Br[C:2]1[N:6]([CH3:7])[C:5]([C:8]2[O:12][N:11]=[C:10]([CH3:13])[N:9]=2)=[C:4]([CH3:14])[N:3]=1.[C:15]1([C:21]#[CH:22])[CH:20]=[CH:19][CH:18]=[CH:17][CH:16]=1.C(N(CC)CC)C. The catalyst is C1COCC1.C1C=CC(P(C2C=CC=CC=2)C2C=CC=CC=2)=CC=1.C1C=CC(P(C2C=CC=CC=2)C2C=CC=CC=2)=CC=1.Cl[Pd]Cl.C1(P(C2C=CC=CC=2)C2C=CC=CC=2)C=CC=CC=1. The product is [CH3:7][N:6]1[C:5]([C:8]2[O:12][N:11]=[C:10]([CH3:13])[N:9]=2)=[C:4]([CH3:14])[N:3]=[C:2]1[C:22]#[C:21][C:15]1[CH:20]=[CH:19][CH:18]=[CH:17][CH:16]=1. The yield is 0.550. (5) The reactants are BrC1C=C[C:5](NCC(OC)=O)=[N:6]C=1.[CH2:14]([N:16]1[C:24]2[C:19](=[CH:20][C:21]([F:25])=[CH:22][CH:23]=2)[C:18]([CH:26]=O)=[CH:17]1)[CH3:15].CN1C2C(=CC=CC=2)C(C)=C1C=O. No catalyst specified. The product is [CH2:14]([N:16]1[C:24]2[C:19](=[CH:20][C:21]([F:25])=[CH:22][CH:23]=2)[C:18]([CH2:26][NH:6][CH3:5])=[CH:17]1)[CH3:15]. The yield is 0.500. (6) No catalyst specified. The reactants are [Cl:1][C:2]1[CH:9]=[C:8]([N:10]([CH2:16][C:17]2[CH:22]=[CH:21][CH:20]=[CH:19][C:18]=2[CH3:23])[C@H:11]2[CH2:15][CH2:14][NH:13][CH2:12]2)[CH:7]=[CH:6][C:3]=1[C:4]#[N:5].Br[CH2:25][C:26]1[CH:31]=[CH:30][CH:29]=[CH:28][C:27]=1[Cl:32]. The yield is 0.920. The product is [Cl:1][C:2]1[CH:9]=[C:8]([N:10]([C@H:11]2[CH2:15][CH2:14][N:13]([CH2:25][C:26]3[CH:31]=[CH:30][CH:29]=[CH:28][C:27]=3[Cl:32])[CH2:12]2)[CH2:16][C:17]2[CH:22]=[CH:21][CH:20]=[CH:19][C:18]=2[CH3:23])[CH:7]=[CH:6][C:3]=1[C:4]#[N:5].